This data is from Experimentally validated miRNA-target interactions with 360,000+ pairs, plus equal number of negative samples. The task is: Binary Classification. Given a miRNA mature sequence and a target amino acid sequence, predict their likelihood of interaction. (1) The miRNA is cel-miR-233-3p with sequence UUGAGCAAUGCGCAUGUGCGGGA. The protein sequence of the target gene is MQLEIQVALNFIISYLYNKLPRRRVNIFGEELERLLKKKYEGHWYPEKPYKGSGFRCIHIGEKVDPVIEQASKESGLDIDDVRGNLPQDLSVWIDPFEVSYQIGEKGPVKVLYVDDNNENGCELDKEIKNSFNPEAQVFMPISDPASSVSSSPSPPFGHSAAVSPTFMPRSTQPLTFTTATFAATKFGSTKMKNSGRSNKVARTSPINLGLNVNDLLKQKAISSSMHSLYGLGLGSQQQPQQQQQPAQPPPPPPPPQQQQQQKTSALSPNAKEFIFPNMQGQGSSTNGMFPGDSPLNLSP.... Result: 0 (no interaction). (2) The miRNA is hsa-miR-6769b-3p with sequence CCCUCUCUGUCCCACCCAUAG. The protein sequence of the target gene is MDEGTGLQPGAGEQLEAPATAEAVQERCEPETLRSKSLPVLSSASCRPSLSPTSGDANPAFGCVDSSGHQELKQGPNPLAPSPSAPSTSAGLGDCNHRVDLSKTFSVSSALAMLQERRCLYVVLTDSRCFLVCMCFLTFIQALMVSGYLSSVITTIERRYSLKSSESGLLVSCFDIGNLVVVVFVSYFGGRGRRPLWLAVGGLLIAFGAALFALPHFISPPYQIQELNASAPNDGLCQGGNSTATLEPPACPKDSGGNNHWVYVALFICAQILIGMGSTPIYTLGPTYLDDNVKKENSSL.... Result: 1 (interaction). (3) The miRNA is hsa-miR-3672 with sequence AUGAGACUCAUGUAAAACAUCUU. The protein sequence of the target gene is MEAGPWRVSAPPSGPPQFPAVVPGPSLEVARAHMLALGPQQLLAQDEEGDTLLHLFAARGLRWAAYAAAEVLQVYRRLDIREHKGKTPLLVAAAANQPLIVEDLLNLGAEPNAADHQGRSVLHVAATYGLPGVLLAVLNSGVQVDLEARDFEGLTPLHTAILALNVAMRPSDLCPRVLSTQARDRLDCVHMLLQMGANHTSQEIKSNKTVLHLAVQAANPTLVQLLLELPRGDLRTFVNMKAHGNTALHMAAALPPGPAQEAIVRHLLAAGADPTLRNLENEQPVHLLRPGPGPEGLRQL.... Result: 1 (interaction). (4) The miRNA is hsa-miR-4269 with sequence GCAGGCACAGACAGCCCUGGC. The protein sequence of the target gene is MEEEEYEQIPQENPPEELSQDPVLELSGGLREKEQKTPRRLRLILMGKTGSGKSATGNSILGRDVFESKLSTRPVTKTSQRRSREWAGKELEVIDTPNILSPQVSPEVADAICQAIVLSAPGPHAVLLVTQLGRFTDEDQQVVRRLQEVFGVGVLGHTILVFTRKEDLAGGSLEDYVRETNNQALAWLDVTLARRHCGFNNRAQGEEQEAQLRELMEKVEAIMWENEGDYYSNKAYQYTQQNFRLKELQERQVSQGQGSEDVPGEESWLEGLSQIQKESEEAHRCLLGKADL. Result: 1 (interaction). (5) The miRNA is mmu-miR-136-5p with sequence ACUCCAUUUGUUUUGAUGAUGG. The protein sequence of the target gene is MAADGQCSLPASWRPVTLTHVEYPAGDLSGHLLAYLSLSPVFVIVGFVTLIIFKRELHTISFLGGLALNEGVNWLIKNVIQEPRPCGGPHTAVGTKYGMPSSHSQFMWFFSVYSFLFLYLRMHQTNNARFLDLLWRHVLSLGLLAVAFLVSYSRVYLLYHTWSQVLYGGIAGGLMAIAWFIFTQEVLTPLFPRIAAWPVSEFFLIRDTSLIPNVLWFEYTVTRAEARNRQRKLGTKLQ. Result: 0 (no interaction). (6) The miRNA is hsa-miR-5090 with sequence CCGGGGCAGAUUGGUGUAGGGUG. The protein sequence of the target gene is MARAAGERGRAARCGRWRRGALLAFAAWTAGWVLAAALLLRAHPSVLSERCTDEKSRRILAALCQDYRRGWLTGALCEDLCVGGELLYQRCLYYERGKKVLQAQWRGRTVVLKSKREAFSSFPPLTLLEEEAGAGAPGIPEAELLLMVAGEVKNTLGLELPNNSIAPLWPARQGPGWRQQLASAWSLLQQEEYVYFSLLPDLSRHILPVLGSCGHFYAVEYLAAGSPHHKALFPLDDAGQAQAISHIALSFLDMVSHFDSDFSHRLHLCDVKPENFAIKRDFTVVAIDVDMAFFEPKMRE.... Result: 0 (no interaction). (7) The miRNA is hsa-miR-1238-5p with sequence GUGAGUGGGAGCCCCAGUGUGUG. The protein sequence of the target gene is MALALLEDWCRIMSVDEQKSLMVTGIPADFEEAEIQEVLQETLKSLGRYRLLGKIFRKQENANAVLLELLEDTDVSAIPSEVQGKGGVWKVIFKTPNQDTEFLERLNLFLEKEGQTVSGMFRALGQEGVSPATVPCISPELLAHLLGQAMAHAPQPLLPMRYRKLRVFSGSAVPAPEEESFEVWLEQATEIVKEWPVTEAEKKRWLAESLRGPALDLMHIVQADNPSISVEECLEAFKQVFGSLESRRTAQVRYLKTYQEEGEKVSAYVLRLETLLRRAVEKRAIPRRIADQVRLEQVMA.... Result: 1 (interaction).